Dataset: Reaction yield outcomes from USPTO patents with 853,638 reactions. Task: Predict the reaction yield, written as a fraction of the theoretical maximum amount of product (1.0 means a 100% yield; for example, 0.34 means a 34% yield). (1) The reactants are [CH3:1][S:2]([C:5]1[CH:6]=[C:7]([C:11]2[N:16]3[N:17]=[C:18]([NH:20][C:21]4[CH:28]=[CH:27][C:24]([CH:25]=O)=[CH:23][CH:22]=4)[N:19]=[C:15]3[CH:14]=[CH:13][CH:12]=2)[CH:8]=[CH:9][CH:10]=1)(=[O:4])=[O:3].[CH3:29][NH:30][CH3:31].C(O[BH-](OC(=O)C)OC(=O)C)(=O)C.[Na+]. The catalyst is ClCCl. The product is [CH3:29][N:30]([CH2:25][C:24]1[CH:27]=[CH:28][C:21]([NH:20][C:18]2[N:19]=[C:15]3[CH:14]=[CH:13][CH:12]=[C:11]([C:7]4[CH:8]=[CH:9][CH:10]=[C:5]([S:2]([CH3:1])(=[O:4])=[O:3])[CH:6]=4)[N:16]3[N:17]=2)=[CH:22][CH:23]=1)[CH3:31]. The yield is 0.370. (2) The reactants are [CH2:1]([O:3][C:4]([C:6]1[C:7]([CH3:24])=[C:8]([C:17]([O:19][C:20]([CH3:23])([CH3:22])[CH3:21])=[O:18])[NH:9][C:10]=1[CH2:11][C:12]([O:14]CC)=[O:13])=[O:5])[CH3:2].CO.[OH-].[Li+]. The catalyst is O1CCCC1. The product is [CH2:1]([O:3][C:4]([C:6]1[C:7]([CH3:24])=[C:8]([C:17]([O:19][C:20]([CH3:23])([CH3:22])[CH3:21])=[O:18])[NH:9][C:10]=1[CH2:11][C:12]([OH:14])=[O:13])=[O:5])[CH3:2]. The yield is 0.723. (3) The reactants are [Cl:1][C:2]1[CH:10]=[CH:9][C:8](F)=[CH:7][C:3]=1[C:4]([NH2:6])=[O:5].[NH:12]1[CH2:16][CH2:15][CH2:14][CH2:13]1. The catalyst is CN(C=O)C. The product is [Cl:1][C:2]1[CH:10]=[CH:9][C:8]([N:12]2[CH2:16][CH2:15][CH2:14][CH2:13]2)=[CH:7][C:3]=1[C:4]([NH2:6])=[O:5]. The yield is 0.150. (4) The reactants are [CH3:1][S:2]([C:4]1[CH:5]=[C:6]([CH:11]=[CH:12][CH:13]=1)[C:7]([O:9][CH3:10])=[O:8])=[O:3].FC(F)(F)C([NH2:18])=O.[O-2].[Mg+2].C(O)(=O)C.C(O)(=O)C.IC1C=CC=CC=1.C([O-])([O-])=O.[K+].[K+]. The catalyst is ClCCl.CC([O-])=O.CC([O-])=O.CC([O-])=O.CC([O-])=O.[Rh+2].[Rh+2]. The product is [CH3:1][S:2]([C:4]1[CH:5]=[C:6]([CH:11]=[CH:12][CH:13]=1)[C:7]([O:9][CH3:10])=[O:8])(=[NH:18])=[O:3]. The yield is 0.740. (5) The reactants are [Si]([O:8][CH2:9][CH2:10][N:11]([CH2:42][CH:43]1[CH2:45][CH2:44]1)[C:12]([C:14]1[C:19]([O:20][CH2:21][C:22]2[CH:27]=[CH:26][CH:25]=[CH:24][CH:23]=2)=[C:18]([OH:28])[N:17]=[C:16]([CH2:29][C:30]2([C:35]3[CH:40]=[CH:39][C:38]([Cl:41])=[CH:37][CH:36]=3)[CH2:34][CH2:33][CH2:32][CH2:31]2)[N:15]=1)=[O:13])(C(C)(C)C)(C)C.Cl.C(OCC)(=O)C. The catalyst is O1CCCC1. The product is [CH:43]1([CH2:42][N:11]([CH2:10][CH2:9][OH:8])[C:12]([C:14]2[C:19]([O:20][CH2:21][C:22]3[CH:27]=[CH:26][CH:25]=[CH:24][CH:23]=3)=[C:18]([OH:28])[N:17]=[C:16]([CH2:29][C:30]3([C:35]4[CH:40]=[CH:39][C:38]([Cl:41])=[CH:37][CH:36]=4)[CH2:34][CH2:33][CH2:32][CH2:31]3)[N:15]=2)=[O:13])[CH2:45][CH2:44]1. The yield is 0.940. (6) The reactants are [Cl:1][C:2]1[C:7]([N+:8]([O-])=O)=[CH:6][CH:5]=[C:4]([Cl:11])N=1.[CH3:12]C(=O)OCC. The product is [Cl:1][C:2]1[CH:12]=[C:4]([Cl:11])[CH:5]=[CH:6][C:7]=1[NH2:8]. The catalyst is C(O)(=O)C.[Fe]. The yield is 0.950. (7) The reactants are [Cl:1][C:2]1[CH:3]=[C:4]([CH:9]([C:25]2([OH:31])[CH2:30][CH2:29][CH2:28][CH2:27][CH2:26]2)[CH2:10][N:11]2[CH2:16][CH2:15][CH:14]([NH:17]C(=O)OC(C)(C)C)[CH2:13][CH2:12]2)[CH:5]=[CH:6][C:7]=1[Cl:8].[ClH:32]. The catalyst is C(OCC)C.O1CCOCC1. The product is [ClH:1].[ClH:32].[NH2:17][CH:14]1[CH2:15][CH2:16][N:11]([CH2:10][CH:9]([C:25]2([OH:31])[CH2:30][CH2:29][CH2:28][CH2:27][CH2:26]2)[C:4]2[CH:5]=[CH:6][C:7]([Cl:8])=[C:2]([Cl:1])[CH:3]=2)[CH2:12][CH2:13]1. The yield is 0.820.